Dataset: Forward reaction prediction with 1.9M reactions from USPTO patents (1976-2016). Task: Predict the product of the given reaction. (1) Given the reactants [CH2:1]([O:3][C:4]([C:6]1[C:7](=[O:11])[NH:8][NH:9][CH:10]=1)=[O:5])[CH3:2].C(=O)([O-])[O-].[K+].[K+].Br[CH2:19][CH:20](Br)[CH3:21], predict the reaction product. The product is: [CH2:1]([O:3][C:4]([C:6]1[CH:10]=[N:9][N:8]2[CH2:21][CH2:20][CH2:19][O:11][C:7]=12)=[O:5])[CH3:2]. (2) Given the reactants Br[CH2:2][CH:3]([C:5]1[CH:6]=[C:7]([S:11]([NH:14][CH:15]2[CH2:20][CH2:19][CH2:18][CH2:17][CH2:16]2)(=[O:13])=[O:12])[CH:8]=[CH:9][CH:10]=1)[OH:4].[C-:21]#[N:22].[Na+], predict the reaction product. The product is: [C:21]([CH2:2][CH:3]([C:5]1[CH:6]=[C:7]([S:11]([NH:14][CH:15]2[CH2:20][CH2:19][CH2:18][CH2:17][CH2:16]2)(=[O:13])=[O:12])[CH:8]=[CH:9][CH:10]=1)[OH:4])#[N:22]. (3) Given the reactants Br[C:2]1[CH:3]=[C:4]2[C:8](=[CH:9][CH:10]=1)[C:7](=[N:11][OH:12])[CH2:6][CH2:5]2.[C:13]([C:15]1[CH:20]=[CH:19][C:18](B(O)O)=[CH:17][CH:16]=1)#[N:14], predict the reaction product. The product is: [OH:12]/[N:11]=[C:7]1\[CH2:6][CH2:5][C:4]2[C:8]\1=[CH:9][CH:10]=[C:2]([C:18]1[CH:19]=[CH:20][C:15]([C:13]#[N:14])=[CH:16][CH:17]=1)[CH:3]=2. (4) The product is: [CH:8]1([C:9]([O:11][CH2:12][CH3:13])=[O:10])[C:2]2([CH2:5][CH2:4][CH2:3]2)[CH2:1]1. Given the reactants [CH2:1]=[C:2]1[CH2:5][CH2:4][CH2:3]1.[N+](=[CH:8][C:9]([O:11][CH2:12][CH3:13])=[O:10])=[N-], predict the reaction product.